Dataset: Forward reaction prediction with 1.9M reactions from USPTO patents (1976-2016). Task: Predict the product of the given reaction. (1) Given the reactants [F:1][CH:2]([F:37])[C:3]1[N:7]([C:8]2[N:13]=[C:12]([N:14]3[CH2:19][CH2:18][O:17][CH2:16][CH2:15]3)[N:11]=[C:10]([N:20]3[CH2:25][CH2:24][N:23]([S:26]([CH:29]=[CH2:30])(=[O:28])=[O:27])[CH2:22][CH2:21]3)[N:9]=2)[C:6]2[CH:31]=[CH:32][CH:33]=[C:34]([O:35][CH3:36])[C:5]=2[N:4]=1.[CH3:38][NH:39][CH3:40], predict the reaction product. The product is: [F:37][CH:2]([F:1])[C:3]1[N:7]([C:8]2[N:13]=[C:12]([N:14]3[CH2:15][CH2:16][O:17][CH2:18][CH2:19]3)[N:11]=[C:10]([N:20]3[CH2:21][CH2:22][N:23]([S:26]([CH2:29][CH2:30][N:39]([CH3:40])[CH3:38])(=[O:28])=[O:27])[CH2:24][CH2:25]3)[N:9]=2)[C:6]2[CH:31]=[CH:32][CH:33]=[C:34]([O:35][CH3:36])[C:5]=2[N:4]=1. (2) Given the reactants Br[C:2]1[C:3]([CH3:20])=[C:4]([NH:9][C:10](=[O:19])[C:11]2[CH:16]=[CH:15][C:14]([F:17])=[CH:13][C:12]=2[F:18])[C:5]([Cl:8])=[N:6][CH:7]=1.[CH3:21][C:22]1[N:27]=[C:26]([NH:28][C:29]2[CH:34]=[C:33](B3OC(C)(C)C(C)(C)O3)[CH:32]=[CH:31][N:30]=2)[CH:25]=[CH:24][N:23]=1.CC(C1C=C(C(C)C)C(C2C=CC=CC=2P(C2CCCCC2)C2CCCCC2)=C(C(C)C)C=1)C.[O-]P([O-])([O-])=O.[K+].[K+].[K+], predict the reaction product. The product is: [Cl:8][C:5]1[N:6]=[CH:7][C:2]([C:33]2[CH:32]=[CH:31][N:30]=[C:29]([NH:28][C:26]3[CH:25]=[CH:24][N:23]=[C:22]([CH3:21])[N:27]=3)[CH:34]=2)=[C:3]([CH3:20])[C:4]=1[NH:9][C:10](=[O:19])[C:11]1[CH:16]=[CH:15][C:14]([F:17])=[CH:13][C:12]=1[F:18]. (3) Given the reactants [O:1]=[C:2]1[CH2:10][C:9]2[C:4](=[CH:5][CH:6]=[CH:7][C:8]=2[NH:11][CH2:12][C:13]([OH:15])=O)[NH:3]1.[NH2:16][C:17]1[CH:18]=[C:19]2[C:32](=[CH:33][CH:34]=1)[CH2:31][C:21]1([C:29]3[C:24](=[N:25][CH:26]=[CH:27][CH:28]=3)[NH:23][C:22]1=[O:30])[CH2:20]2, predict the reaction product. The product is: [O:1]=[C:2]1[CH2:10][C:9]2[C:4](=[CH:5][CH:6]=[CH:7][C:8]=2[NH:11][CH2:12][C:13]([NH:16][C:17]2[CH:18]=[C:19]3[C:32](=[CH:33][CH:34]=2)[CH2:31][C:21]2([C:29]4[C:24](=[N:25][CH:26]=[CH:27][CH:28]=4)[NH:23][C:22]2=[O:30])[CH2:20]3)=[O:15])[NH:3]1.